This data is from Reaction yield outcomes from USPTO patents with 853,638 reactions. The task is: Predict the reaction yield, written as a fraction of the theoretical maximum amount of product (1.0 means a 100% yield; for example, 0.34 means a 34% yield). (1) The product is [ClH:1].[S:27]1[CH:28]=[CH:29][CH:30]=[C:26]1[S:25][CH:23]1[CH2:24][NH:21][CH2:22]1. The yield is 0.810. The catalyst is ClC(Cl)C. The reactants are [Cl:1]C(OC(Cl)C)=O.C([N:21]1[CH2:24][CH:23]([S:25][C:26]2[S:27][CH:28]=[CH:29][CH:30]=2)[CH2:22]1)(C1C=CC=CC=1)C1C=CC=CC=1.C(O)C. (2) The reactants are I.[NH2:2][NH:3][C:4]([NH:7][CH3:8])=[N:5][CH3:6].Cl.[C:10](Cl)(=O)[C:11]1[CH:16]=[CH:15][N:14]=[CH:13][CH:12]=1. The catalyst is N1C=CC=CC=1. The product is [CH3:8][NH:7][C:4]1[N:5]([CH3:6])[C:10]([C:11]2[CH:16]=[CH:15][N:14]=[CH:13][CH:12]=2)=[N:2][N:3]=1. The yield is 0.260. (3) The reactants are [Br:1][C:2]1[CH:11]=[CH:10][C:9]([OH:12])=[C:8]2[C:3]=1[CH:4]=[CH:5][CH:6]=[N:7]2.[Cl:13]N1C(=O)CCC1=O. The catalyst is C(Cl)(Cl)Cl. The product is [Br:1][C:2]1[CH:11]=[C:10]([Cl:13])[C:9]([OH:12])=[C:8]2[C:3]=1[CH:4]=[CH:5][CH:6]=[N:7]2. The yield is 0.717. (4) The reactants are Br[C:2]1[C:7](=[O:8])[N:6]([CH2:9][C:10]2[CH:15]=[CH:14][C:13]([C:16]3[C:17]([C:22]#[N:23])=[CH:18][CH:19]=[CH:20][CH:21]=3)=[CH:12][CH:11]=2)[C:5]([CH2:24][CH2:25][CH3:26])=[N:4][C:3]=1[CH2:27][CH3:28].[Si:29]([O:36][CH2:37][C:38]([CH3:50])([CH3:49])[O:39][C:40]1[CH:45]=[CH:44][C:43](B(O)O)=[CH:42][CH:41]=1)([C:32]([CH3:35])([CH3:34])[CH3:33])([CH3:31])[CH3:30].C(=O)([O-])[O-].[Cs+].[Cs+].O1CCOCC1. The catalyst is C(OCC)(=O)C.C1C=CC(P(C2C=CC=CC=2)[C-]2C=CC=C2)=CC=1.C1C=CC(P(C2C=CC=CC=2)[C-]2C=CC=C2)=CC=1.Cl[Pd]Cl.[Fe+2].ClCCl. The product is [Si:29]([O:36][CH2:37][C:38]([CH3:50])([CH3:49])[O:39][C:40]1[CH:41]=[CH:42][C:43]([C:2]2[C:7](=[O:8])[N:6]([CH2:9][C:10]3[CH:15]=[CH:14][C:13]([C:16]4[C:17]([C:22]#[N:23])=[CH:18][CH:19]=[CH:20][CH:21]=4)=[CH:12][CH:11]=3)[C:5]([CH2:24][CH2:25][CH3:26])=[N:4][C:3]=2[CH2:27][CH3:28])=[CH:44][CH:45]=1)([C:32]([CH3:35])([CH3:34])[CH3:33])([CH3:31])[CH3:30]. The yield is 0.850. (5) The reactants are [F:1][C:2]1[C:11]2[O:10][CH2:9][CH:8]=[CH:7][C:6]=2[C:5]([C:12]([NH2:14])=[O:13])=[CH:4][CH:3]=1.[N:15]([O-:17])=[O:16].[Na+].II.C(OCC)(=O)C. The catalyst is O. The product is [F:1][C:2]1[C:11]2[O:10][CH2:9][C:8]([N+:15]([O-:17])=[O:16])=[CH:7][C:6]=2[C:5]([C:12]([NH2:14])=[O:13])=[CH:4][CH:3]=1. The yield is 0.700. (6) The reactants are [F:1][C:2]1[C:11]2[N:10]=[N:9][C:8]3[C:12](=[O:24])[N:13]([C:15]4[CH:23]=[CH:22][C:18]([C:19](Cl)=[O:20])=[CH:17][CH:16]=4)[NH:14][C:7]=3[C:6]=2[CH:5]=[CH:4][CH:3]=1.C(N(C(C)C)CC)(C)C.[NH2:34][CH2:35][CH2:36][CH2:37][CH2:38][N:39]1[CH2:43][CH2:42][CH2:41][CH2:40]1.O. The catalyst is CC(N(C)C)=O.C(O)CCC. The product is [F:1][C:2]1[C:11]2[N:10]=[N:9][C:8]3[C:12](=[O:24])[N:13]([C:15]4[CH:23]=[CH:22][C:18]([C:19]([NH:34][CH2:35][CH2:36][CH2:37][CH2:38][N:39]5[CH2:43][CH2:42][CH2:41][CH2:40]5)=[O:20])=[CH:17][CH:16]=4)[NH:14][C:7]=3[C:6]=2[CH:5]=[CH:4][CH:3]=1. The yield is 0.370. (7) The reactants are [C@@H:1]1([NH:10][C:11]2[N:19]=[CH:18][N:17]=[C:16]3[C:12]=2[N:13]=[CH:14][N:15]3[C@H:20]2[C@:24]([CH3:26])([OH:25])[C@H:23]([OH:27])[C@@H:22]([CH2:28][OH:29])[O:21]2)[C:9]2[C:4](=[CH:5][CH:6]=[CH:7][CH:8]=2)[CH2:3][CH2:2]1.O.[C:31]1(C)[CH:36]=CC(S(O)(=O)=O)=C[CH:32]=1.COC(OC)(C)C.CO. The catalyst is CC(C)=O.C(Cl)(Cl)Cl. The product is [C@@H:1]1([NH:10][C:11]2[N:19]=[CH:18][N:17]=[C:16]3[C:12]=2[N:13]=[CH:14][N:15]3[C@H:20]2[C@:24]3([CH3:26])[O:25][C:31]([CH3:36])([CH3:32])[O:27][C@@H:23]3[C@@H:22]([CH2:28][OH:29])[O:21]2)[C:9]2[C:4](=[CH:5][CH:6]=[CH:7][CH:8]=2)[CH2:3][CH2:2]1. The yield is 0.670. (8) The reactants are [CH3:1][S:2]([C:5]1[CH:6]=[C:7]([S:11]([N:14]2[C:18]([C:19]3[CH:24]=[CH:23][CH:22]=[CH:21][C:20]=3[C:25]([F:28])([F:27])[F:26])=[CH:17][C:16]([CH:29]=O)=[CH:15]2)(=[O:13])=[O:12])[CH:8]=[CH:9][CH:10]=1)(=[O:4])=[O:3].CO.[CH3:33][NH2:34].[BH4-].[Na+].[ClH:37].C(=O)([O-])O.[Na+]. The catalyst is CO. The product is [ClH:37].[CH3:33][NH:34][CH2:29][C:16]1[CH:17]=[C:18]([C:19]2[CH:24]=[CH:23][CH:22]=[CH:21][C:20]=2[C:25]([F:28])([F:27])[F:26])[N:14]([S:11]([C:7]2[CH:8]=[CH:9][CH:10]=[C:5]([S:2]([CH3:1])(=[O:4])=[O:3])[CH:6]=2)(=[O:13])=[O:12])[CH:15]=1. The yield is 0.640. (9) The reactants are [Br:1]C1C=C(F)C(C#N)=C(F)C=1.[CH2:12]([OH:16])[CH2:13][CH2:14][OH:15].O.[C:18]1([CH3:24])[CH:23]=[CH:22][CH:21]=[CH:20][CH:19]=1. The catalyst is O.C1(C)C=CC(S(O)(=O)=O)=CC=1. The yield is 1.00. The product is [Br:1][C:20]1[CH:19]=[C:18]([CH:24]2[O:16][CH2:12][CH2:13][CH2:14][O:15]2)[CH:23]=[CH:22][CH:21]=1.